From a dataset of Peptide-MHC class I binding affinity with 185,985 pairs from IEDB/IMGT. Regression. Given a peptide amino acid sequence and an MHC pseudo amino acid sequence, predict their binding affinity value. This is MHC class I binding data. (1) The peptide sequence is RRDYRRGL. The MHC is HLA-B51:01 with pseudo-sequence HLA-B51:01. The binding affinity (normalized) is 0. (2) The peptide sequence is LPYIEQGLQL. The MHC is HLA-B35:01 with pseudo-sequence HLA-B35:01. The binding affinity (normalized) is 0.229. (3) The peptide sequence is YTVRGTGKY. The MHC is HLA-B15:09 with pseudo-sequence HLA-B15:09. The binding affinity (normalized) is 0.0847.